Dataset: PAMPA (Parallel Artificial Membrane Permeability Assay) permeability data from NCATS. Task: Regression/Classification. Given a drug SMILES string, predict its absorption, distribution, metabolism, or excretion properties. Task type varies by dataset: regression for continuous measurements (e.g., permeability, clearance, half-life) or binary classification for categorical outcomes (e.g., BBB penetration, CYP inhibition). Dataset: pampa_ncats. (1) The compound is CC1=C(N=NN1C2=CC=CC=C2C(F)(F)F)C3=NSC(=N3)NC(=O)C4=CC(=CC=C4)OC. The result is 1 (high permeability). (2) The compound is CC1=C(C(N=C(N1)NC2=NC3=CC=CC=C3O2)C4=CC=CC=C4Br)C(=O)NC5=CC=C(C=C5)OC. The result is 1 (high permeability). (3) The molecule is CC1=CC=C(C=C1)S(=O)(=O)NC2=CC=CC=C2C(=O)NC3=NC=C(N=C3)C4=CC=CC=C4. The result is 1 (high permeability). (4) The molecule is C[C@]12[C@](C[C@H](O1)N3C4=CC=CC=C4C5=C6C(=C7C8=CC=CC=C8N2C7=C53)CNC6=O)(CO)O. The result is 0 (low-to-moderate permeability).